This data is from Reaction yield outcomes from USPTO patents with 853,638 reactions. The task is: Predict the reaction yield, written as a fraction of the theoretical maximum amount of product (1.0 means a 100% yield; for example, 0.34 means a 34% yield). (1) The reactants are C(O[C:4](=O)[C:5](=[CH:11][NH:12][C:13]1[CH:18]=[CH:17][C:16]([Br:19])=[CH:15][CH:14]=1)[C:6]([O:8][CH2:9][CH3:10])=[O:7])C.O=P(Cl)(Cl)[Cl:23]. No catalyst specified. The product is [CH2:9]([O:8][C:6]([C:5]1[CH:11]=[N:12][C:13]2[C:14]([C:4]=1[Cl:23])=[CH:15][C:16]([Br:19])=[CH:17][CH:18]=2)=[O:7])[CH3:10]. The yield is 0.500. (2) The yield is 0.690. The product is [CH2:1]([N:5]([S:15]([C:18]1[CH:23]=[CH:22][C:21]([N+:24]([O-:26])=[O:25])=[CH:20][CH:19]=1)(=[O:17])=[O:16])[C@H:6]([C:12]([OH:14])=[O:13])[CH2:7][CH2:8][CH2:9][CH2:10][NH:11][C:33](=[O:34])[CH:32]=[CH:31][C:30]1[CH:36]=[C:37]([O:40][CH3:41])[CH:38]=[CH:39][C:29]=1[O:28][CH3:27])[CH:2]([CH3:4])[CH3:3]. No catalyst specified. The reactants are [CH2:1]([N:5]([S:15]([C:18]1[CH:23]=[CH:22][C:21]([N+:24]([O-:26])=[O:25])=[CH:20][CH:19]=1)(=[O:17])=[O:16])[C@H:6]([C:12]([OH:14])=[O:13])[CH2:7][CH2:8][CH2:9][CH2:10][NH2:11])[CH:2]([CH3:4])[CH3:3].[CH3:27][O:28][C:29]1[CH:39]=[CH:38][C:37]([O:40][CH3:41])=[CH:36][C:30]=1[CH:31]=[CH:32][C:33](O)=[O:34]. (3) The reactants are [NH2:1][C:2]1[C:9]([O:10][CH3:11])=[C:8]([O:12][CH2:13][C:14]2[CH:19]=[CH:18][CH:17]=[CH:16][CH:15]=2)[CH:7]=[CH:6][C:3]=1[C:4]#[N:5].[S].[CH2:21](N)[CH2:22][NH2:23]. No catalyst specified. The product is [CH2:13]([O:12][C:8]1[C:9]([O:10][CH3:11])=[C:2]([C:3]([C:4]2[NH:23][CH2:22][CH2:21][N:5]=2)=[CH:6][CH:7]=1)[NH2:1])[C:14]1[CH:15]=[CH:16][CH:17]=[CH:18][CH:19]=1. The yield is 0.860. (4) The reactants are [C:1]([O:7][CH3:8])(=[O:6])[CH2:2][C:3]([CH3:5])=[O:4].B(O)(O)O.[CH2:13](O)[CH2:14][C:15]#C.C(OC)(=O)CC(C)=O.C1(C)C=CC=CC=1. The catalyst is C1(C)C=CC=CC=1. The product is [O:4]=[C:3]([CH3:5])[CH2:2][C:1]([O:7][CH2:8][CH2:15][C:14]#[CH:13])=[O:6]. The yield is 0.730. (5) The reactants are [I:1][C:2]1[C:21]([C:22]([O:24]CC)=[O:23])=[C:5]2[CH2:6][N:7]([C:14]([O:16][C:17]([CH3:20])([CH3:19])[CH3:18])=[O:15])[CH:8]([C:10]([F:13])([F:12])[F:11])[CH2:9][N:4]2[N:3]=1.[OH-].[Na+]. The catalyst is C(O)C.O. The product is [C:17]([O:16][C:14]([N:7]1[CH:8]([C:10]([F:11])([F:12])[F:13])[CH2:9][N:4]2[N:3]=[C:2]([I:1])[C:21]([C:22]([OH:24])=[O:23])=[C:5]2[CH2:6]1)=[O:15])([CH3:20])([CH3:18])[CH3:19]. The yield is 0.550. (6) The catalyst is CN(C)C=O. The reactants are [NH2:1][C:2]1[CH:3]=[C:4]([CH:21]=[CH:22][C:23]=1[F:24])[O:5][C:6]1[CH:7]=[CH:8][C:9]2[N:10]([CH:12]=[C:13]([NH:15][C:16]([CH:18]3[CH2:20][CH2:19]3)=[O:17])[N:14]=2)[N:11]=1.[C:25]([N:32]1C=CN=C1)(N1C=CN=C1)=[O:26].Cl.N[O:39][CH2:40][CH:41]([CH3:43])[CH3:42].C(N(CC)CC)C. The product is [F:24][C:23]1[CH:22]=[CH:21][C:4]([O:5][C:6]2[CH:7]=[CH:8][C:9]3[N:10]([CH:12]=[C:13]([NH:15][C:16]([CH:18]4[CH2:20][CH2:19]4)=[O:17])[N:14]=3)[N:11]=2)=[CH:3][C:2]=1[NH:1][C:25]([NH:32][O:39][CH2:40][CH:41]([CH3:43])[CH3:42])=[O:26]. The yield is 0.630. (7) The reactants are [NH2:1][C:2]1[C:7]([Br:8])=[CH:6][N:5]=[CH:4][C:3]=1/[CH:9]=[CH:10]/[C:11](=O)[CH3:12].C[S-].[Na+]. The catalyst is C(O)C.O.CCOC(C)=O. The product is [Br:8][C:7]1[CH:6]=[N:5][CH:4]=[C:3]2[C:2]=1[N:1]=[C:11]([CH3:12])[CH:10]=[CH:9]2. The yield is 0.280.